From a dataset of Forward reaction prediction with 1.9M reactions from USPTO patents (1976-2016). Predict the product of the given reaction. Given the reactants S(=O)(=O)(O)O.[CH2:6]([C:8]1[CH:9]=[C:10]([OH:16])[CH:11]=[CH:12][C:13]=1[O:14][CH3:15])[CH3:7].[C:17](O)([CH3:20])([CH3:19])[CH3:18], predict the reaction product. The product is: [C:17]([C:11]1[CH:12]=[C:13]([O:14][CH3:15])[C:8]([CH2:6][CH3:7])=[CH:9][C:10]=1[OH:16])([CH3:20])([CH3:19])[CH3:18].